This data is from HIV replication inhibition screening data with 41,000+ compounds from the AIDS Antiviral Screen. The task is: Binary Classification. Given a drug SMILES string, predict its activity (active/inactive) in a high-throughput screening assay against a specified biological target. (1) The molecule is CC(=O)OCC1OC(Sc2nc(-c3ccc(Cl)cc3)c(C#N)c(=O)n2C2OC(COC(C)=O)C(OC(C)=O)C(OC(C)=O)C2OC(C)=O)C(OC(C)=O)C(OC(C)=O)C1OC(C)=O. The result is 0 (inactive). (2) The molecule is O=C(C=Cc1ccccc1O)c1ccccc1. The result is 0 (inactive). (3) The drug is CC(C)(CC(O)C#N)[N+]([O-])=[N+]([O-])C(C)(C)CC(O)C#N. The result is 0 (inactive).